Task: Predict the product of the given reaction.. Dataset: Forward reaction prediction with 1.9M reactions from USPTO patents (1976-2016) (1) Given the reactants Cl[C:2]1[CH:7]=[C:6]([O:8][CH:9]([CH3:11])[CH3:10])[N:5]=[C:4]([C:12]([O:14][CH3:15])=[O:13])[CH:3]=1.O1CCOCC1.C(=O)(O)[O-].[Na+].[CH2:27]([NH:29][C:30]([NH:32][C:33]1[CH:38]=[C:37]([C:39]2[S:40][CH:41]=[C:42]([C:44]([F:47])([F:46])[F:45])[N:43]=2)[C:36](B2OC(C)(C)C(C)(C)O2)=[CH:35][N:34]=1)=[O:31])[CH3:28], predict the reaction product. The product is: [CH2:27]([NH:29][C:30](=[O:31])[NH:32][C:33]1[N:34]=[CH:35][C:36]([C:2]2[CH:7]=[C:6]([O:8][CH:9]([CH3:11])[CH3:10])[N:5]=[C:4]([C:12]([O:14][CH3:15])=[O:13])[CH:3]=2)=[C:37]([C:39]2[S:40][CH:41]=[C:42]([C:44]([F:47])([F:46])[F:45])[N:43]=2)[CH:38]=1)[CH3:28]. (2) Given the reactants [CH3:1][C:2]1([CH3:32])[CH2:11][CH:10]=[C:9]([C:12]2[CH:17]=[CH:16][C:15]([Cl:18])=[CH:14][CH:13]=2)[C:8]2[CH:7]=[C:6]([C:19]#[C:20][C:21]3[CH:31]=[CH:30][C:24]([C:25]([O:27]CC)=[O:26])=[CH:23][CH:22]=3)[CH:5]=[CH:4][C:3]1=2.[OH-].[Na+].Cl, predict the reaction product. The product is: [CH3:1][C:2]1([CH3:32])[CH2:11][CH:10]=[C:9]([C:12]2[CH:17]=[CH:16][C:15]([Cl:18])=[CH:14][CH:13]=2)[C:8]2[CH:7]=[C:6]([CH:19]=[CH:20][C:21]3[CH:22]=[CH:23][C:24]([C:25]([OH:27])=[O:26])=[CH:30][CH:31]=3)[CH:5]=[CH:4][C:3]1=2. (3) Given the reactants [OH-].[Na+].[S:3]1[C:7]2[CH:8]=[C:9]([CH2:12][C:13]#[N:14])[CH:10]=[CH:11][C:6]=2[N:5]=[CH:4]1.Br[CH2:16][CH2:17]Cl, predict the reaction product. The product is: [S:3]1[C:7]2[CH:8]=[C:9]([C:12]3([C:13]#[N:14])[CH2:17][CH2:16]3)[CH:10]=[CH:11][C:6]=2[N:5]=[CH:4]1. (4) Given the reactants [Cl:1][C:2]1[CH:7]=[CH:6][CH:5]=[C:4]([Cl:8])[C:3]=1[C:9]1[N:27]([CH2:28][CH:29]2S[CH2:33][CH2:32][NH:31][CH2:30]2)[C:12]2[N:13]=[C:14]([NH:17][CH2:18][C:19]3[CH:24]=[CH:23][C:22]([F:25])=[C:21]([F:26])[CH:20]=3)[N:15]=[CH:16][C:11]=2[CH:10]=1.Cl[C:36]1N=CC2C=C(C3C(Cl)=CC=CC=3Cl)N(C3CCCN(C(OC(C)(C)C)=O)CC3)C=2N=1, predict the reaction product. The product is: [NH:31]1[CH2:32][CH2:33][CH2:36][CH:28]([N:27]2[C:12]3[N:13]=[C:14]([NH:17][CH2:18][C:19]4[CH:24]=[CH:23][C:22]([F:25])=[C:21]([F:26])[CH:20]=4)[N:15]=[CH:16][C:11]=3[CH:10]=[C:9]2[C:3]2[C:2]([Cl:1])=[CH:7][CH:6]=[CH:5][C:4]=2[Cl:8])[CH2:29][CH2:30]1. (5) Given the reactants [CH2:1]([C:3]1[CH:8]=[CH:7][CH:6]=[CH:5][CH:4]=1)[CH3:2].C(ON1[C:17](=[O:18])[C:16]2=[CH:19][CH:20]=[CH:21][CH:22]=[C:15]2C1=O)(=[O:11])C.[O:24]=O, predict the reaction product. The product is: [C:17]([OH:24])(=[O:18])[C:16]1[CH:19]=[CH:20][CH:21]=[CH:22][CH:15]=1.[C:1]([C:3]1[CH:8]=[CH:7][CH:6]=[CH:5][CH:4]=1)(=[O:11])[CH3:2]. (6) Given the reactants [F:1][C:2]1[CH:3]=[C:4]([C:9]2[C:10](=[O:15])[NH:11][CH:12]=[N:13][CH:14]=2)[CH:5]=[CH:6][C:7]=1[OH:8].Cl[C:17]1[C:26]2[C:21](=[CH:22][C:23]([O:29][CH3:30])=[C:24]([O:27][CH3:28])[CH:25]=2)[N:20]=[CH:19][CH:18]=1, predict the reaction product. The product is: [CH3:28][O:27][C:24]1[CH:25]=[C:26]2[C:21](=[CH:22][C:23]=1[O:29][CH3:30])[N:20]=[CH:19][CH:18]=[C:17]2[O:8][C:7]1[CH:6]=[CH:5][C:4]([C:9]2[C:10](=[O:15])[NH:11][CH:12]=[N:13][CH:14]=2)=[CH:3][C:2]=1[F:1].